Dataset: Full USPTO retrosynthesis dataset with 1.9M reactions from patents (1976-2016). Task: Predict the reactants needed to synthesize the given product. (1) Given the product [Cl:1][C:2]1[CH:3]=[C:4]([CH:12]([C:13]2[NH:56][C:16]([C:18]3[N:19]=[CH:20][C:21]([CH:24]=[O:28])=[CH:22][CH:23]=3)=[CH:15][CH:14]=2)[CH2:30][C@H:31]2[CH2:51][CH2:50][C:33]3([O:37][C@H:36]([C:38]4[CH:39]=[CH:40][CH:41]=[CH:42][CH:43]=4)[C@@H:35]([C:44]4[CH:45]=[CH:46][CH:47]=[CH:48][CH:49]=4)[O:34]3)[CH2:32]2)[CH:5]=[CH:6][C:7]=1[S:8]([CH3:11])(=[O:10])=[O:9], predict the reactants needed to synthesize it. The reactants are: [Cl:1][C:2]1[CH:3]=[C:4]([CH:12]([CH2:30][C@H:31]2[CH2:51][CH2:50][C:33]3([O:37][C@H:36]([C:38]4[CH:43]=[CH:42][CH:41]=[CH:40][CH:39]=4)[C@@H:35]([C:44]4[CH:49]=[CH:48][CH:47]=[CH:46][CH:45]=4)[O:34]3)[CH2:32]2)[C:13](=O)[CH2:14][CH2:15][C:16]([C:18]2[CH:23]=[CH:22][C:21]([CH:24]3[O:28]CCO3)=[CH:20][N:19]=2)=O)[CH:5]=[CH:6][C:7]=1[S:8]([CH3:11])(=[O:10])=[O:9].C([O-])(=O)C.[NH4+:56].C(=O)([O-])O.[Na+]. (2) Given the product [N:24]1[C:16]([C:15]2[C:10]([NH:9][C:8]3[C:3]([F:2])=[C:4]([NH:32][S:33]([C:36]4[O:37][C:38]([CH3:41])=[CH:39][CH:40]=4)(=[O:34])=[O:35])[CH:5]=[CH:6][C:7]=3[F:31])=[N:11][CH:12]=[CH:13][CH:14]=2)=[C:17]2[C:21]([NH:20][CH:19]=[N:18]2)=[N:22][CH:23]=1, predict the reactants needed to synthesize it. The reactants are: Cl.[F:2][C:3]1[C:8]([NH:9][C:10]2[C:15]([C:16]3[N:24]=[CH:23][N:22]=[C:21]4[C:17]=3[N:18]=[CH:19][N:20]4C3CCCCO3)=[CH:14][CH:13]=[CH:12][N:11]=2)=[C:7]([F:31])[CH:6]=[CH:5][C:4]=1[NH:32][S:33]([C:36]1[O:37][C:38]([CH3:41])=[CH:39][CH:40]=1)(=[O:35])=[O:34].